This data is from Peptide-MHC class I binding affinity with 185,985 pairs from IEDB/IMGT. The task is: Regression. Given a peptide amino acid sequence and an MHC pseudo amino acid sequence, predict their binding affinity value. This is MHC class I binding data. (1) The peptide sequence is SQDNQWSYKI. The MHC is Mamu-B52 with pseudo-sequence Mamu-B52. The binding affinity (normalized) is 0.435. (2) The peptide sequence is QANSDLGTWQ. The MHC is Mamu-A2201 with pseudo-sequence Mamu-A2201. The binding affinity (normalized) is 0. (3) The peptide sequence is RRAARAEYL. The MHC is Mamu-B52 with pseudo-sequence Mamu-B52. The binding affinity (normalized) is 0. (4) The peptide sequence is EIVKNIREGT. The MHC is HLA-A02:02 with pseudo-sequence HLA-A02:02. The binding affinity (normalized) is 0.0520. (5) The peptide sequence is YTCEDNTGIK. The MHC is HLA-A33:01 with pseudo-sequence HLA-A33:01. The binding affinity (normalized) is 0. (6) The peptide sequence is SQMPPQKIM. The MHC is HLA-A01:01 with pseudo-sequence HLA-A01:01. The binding affinity (normalized) is 0.0847. (7) The peptide sequence is FHKRDMRLL. The binding affinity (normalized) is 0.0847. The MHC is HLA-B39:01 with pseudo-sequence HLA-B39:01. (8) The MHC is HLA-A02:19 with pseudo-sequence HLA-A02:19. The peptide sequence is HTQAIEGAW. The binding affinity (normalized) is 0.0847. (9) The peptide sequence is RVCAEMVAK. The binding affinity (normalized) is 0.0847. The MHC is HLA-A25:01 with pseudo-sequence HLA-A25:01. (10) The peptide sequence is LQRIREVL. The MHC is Mamu-A07 with pseudo-sequence Mamu-A07. The binding affinity (normalized) is 0.